This data is from NCI-60 drug combinations with 297,098 pairs across 59 cell lines. The task is: Regression. Given two drug SMILES strings and cell line genomic features, predict the synergy score measuring deviation from expected non-interaction effect. (1) Drug 1: CN(C)N=NC1=C(NC=N1)C(=O)N. Drug 2: CCC1=C2CN3C(=CC4=C(C3=O)COC(=O)C4(CC)O)C2=NC5=C1C=C(C=C5)O. Cell line: SW-620. Synergy scores: CSS=25.1, Synergy_ZIP=2.71, Synergy_Bliss=0.465, Synergy_Loewe=-34.2, Synergy_HSA=-3.23. (2) Drug 1: CCCS(=O)(=O)NC1=C(C(=C(C=C1)F)C(=O)C2=CNC3=C2C=C(C=N3)C4=CC=C(C=C4)Cl)F. Drug 2: C1C(C(OC1N2C=NC3=C2NC=NCC3O)CO)O. Cell line: NCI/ADR-RES. Synergy scores: CSS=4.51, Synergy_ZIP=1.37, Synergy_Bliss=6.57, Synergy_Loewe=5.63, Synergy_HSA=5.39. (3) Drug 1: CS(=O)(=O)C1=CC(=C(C=C1)C(=O)NC2=CC(=C(C=C2)Cl)C3=CC=CC=N3)Cl. Drug 2: C1=C(C(=O)NC(=O)N1)F. Cell line: ACHN. Synergy scores: CSS=44.8, Synergy_ZIP=3.29, Synergy_Bliss=3.02, Synergy_Loewe=-8.88, Synergy_HSA=1.99.